This data is from Full USPTO retrosynthesis dataset with 1.9M reactions from patents (1976-2016). The task is: Predict the reactants needed to synthesize the given product. Given the product [OH:31][C:23]1[CH:24]=[CH:25][C:26]([N+:28]([O-:30])=[O:29])=[CH:27][C:22]=1[N:21]1[C:1]([C:2]2[CH:7]=[CH:6][CH:5]=[CH:4][CH:3]=2)=[C:9]2[C:14]([N:13]([CH3:17])[C:12](=[O:18])[N:11]([CH3:19])[C:10]2=[O:20])=[CH:15]1, predict the reactants needed to synthesize it. The reactants are: [C:1]([C:9]1[C:10](=[O:20])[N:11]([CH3:19])[C:12](=[O:18])[N:13]([CH3:17])[C:14]=1[CH2:15]Br)(=O)[C:2]1[CH:7]=[CH:6][CH:5]=[CH:4][CH:3]=1.[NH2:21][C:22]1[CH:27]=[C:26]([N+:28]([O-:30])=[O:29])[CH:25]=[CH:24][C:23]=1[OH:31].